From a dataset of Peptide-MHC class II binding affinity with 134,281 pairs from IEDB. Regression. Given a peptide amino acid sequence and an MHC pseudo amino acid sequence, predict their binding affinity value. This is MHC class II binding data. (1) The peptide sequence is RQLQKIERWFVRNPF. The MHC is DRB3_0202 with pseudo-sequence DRB3_0202. The binding affinity (normalized) is 0.763. (2) The peptide sequence is YDKFLANVSTCLTGK. The MHC is DRB3_0202 with pseudo-sequence DRB3_0202. The binding affinity (normalized) is 0.821. (3) The peptide sequence is NCVLKKSTNGLRIKS. The MHC is HLA-DQA10104-DQB10503 with pseudo-sequence HLA-DQA10104-DQB10503. The binding affinity (normalized) is 0.0759.